This data is from Forward reaction prediction with 1.9M reactions from USPTO patents (1976-2016). The task is: Predict the product of the given reaction. (1) Given the reactants [Cl:1][C:2]1[CH:10]=[C:9]([N+:11]([O-:13])=[O:12])[CH:8]=[CH:7][C:3]=1[C:4]([OH:6])=[O:5].OS(O)(=O)=O.[C:19](=O)(O)[O-].[Na+], predict the reaction product. The product is: [Cl:1][C:2]1[CH:10]=[C:9]([N+:11]([O-:13])=[O:12])[CH:8]=[CH:7][C:3]=1[C:4]([O:6][CH3:19])=[O:5]. (2) Given the reactants [Li].[C:2](#[N:9])[C:3]1[CH:8]=[CH:7][CH:6]=[CH:5][CH:4]=1.CC(O)(C)C.Br[CH2:16][C:17]([O:19][C:20]([CH3:23])([CH3:22])[CH3:21])=[O:18].[Cl-].[NH4+], predict the reaction product. The product is: [C:20]([O:19][C:17](=[O:18])[CH2:16][C:3]1([C:2]#[N:9])[CH:8]=[CH:7][CH2:6][CH:5]=[CH:4]1)([CH3:23])([CH3:22])[CH3:21]. (3) The product is: [Cl:8][C:6]1[CH:5]=[CH:4][N:3]=[C:2]([N:10]2[CH2:15][CH2:14][CH2:13][CH2:12][CH2:11]2)[N:7]=1. Given the reactants Cl[C:2]1[N:7]=[C:6]([Cl:8])[CH:5]=[CH:4][N:3]=1.C[N:10]1[CH2:15][CH2:14][CH2:13][CH2:12][CH2:11]1, predict the reaction product. (4) Given the reactants [CH3:1][C:2]1[CH:9]=[CH:8][CH:7]=[CH:6][C:3]=1[CH2:4]Cl.O=[CH:11][C:12]1[CH:20]=[CH:19][C:17]([OH:18])=[C:14]([O:15][CH3:16])[CH:13]=1.C(=O)([O-])[O-].[K+].[K+].[C:27]([CH2:29][NH:30][C:31]([NH:33][CH2:34][CH3:35])=[O:32])#[N:28].CC(C)([O-])C.[K+], predict the reaction product. The product is: [CH2:34]([N:33]1[C:27](=[NH:28])/[C:29](=[CH:11]/[C:12]2[CH:20]=[CH:19][C:17]([O:18][CH2:4][C:3]3[CH:6]=[CH:7][CH:8]=[CH:9][C:2]=3[CH3:1])=[C:14]([O:15][CH3:16])[CH:13]=2)/[NH:30][C:31]1=[O:32])[CH3:35]. (5) Given the reactants C(OC([N:8]1[CH2:13][CH2:12][C:11]([CH2:16][C:17]2[CH:22]=[CH:21][C:20]([Cl:23])=[CH:19][CH:18]=2)([C:14]#[N:15])[CH2:10][CH2:9]1)=O)(C)(C)C.Cl, predict the reaction product. The product is: [Cl:23][C:20]1[CH:21]=[CH:22][C:17]([CH2:16][C:11]2([CH2:14][NH2:15])[CH2:12][CH2:13][NH:8][CH2:9][CH2:10]2)=[CH:18][CH:19]=1. (6) Given the reactants [Cl:1][C:2]1[CH:7]=[CH:6][C:5]([C:8]2[N:12]([CH:13]([CH:16]3[CH2:21][CH2:20][CH2:19][CH2:18][CH2:17]3)[CH2:14][OH:15])[C:11]3[CH:22]=[C:23]([F:27])[C:24]([F:26])=[CH:25][C:10]=3[N:9]=2)=[CH:4][CH:3]=1.[CH3:28][O:29][C:30](=[O:39])[C:31]1[CH:36]=[CH:35][C:34](O)=[C:33]([CH3:38])[CH:32]=1.N(C(OC(C)(C)C)=O)=NC(OC(C)(C)C)=O, predict the reaction product. The product is: [CH3:28][O:29][C:30](=[O:39])[C:31]1[CH:36]=[CH:35][C:34]([O:15][CH2:14][CH:13]([N:12]2[C:11]3[CH:22]=[C:23]([F:27])[C:24]([F:26])=[CH:25][C:10]=3[N:9]=[C:8]2[C:5]2[CH:6]=[CH:7][C:2]([Cl:1])=[CH:3][CH:4]=2)[CH:16]2[CH2:17][CH2:18][CH2:19][CH2:20][CH2:21]2)=[C:33]([CH3:38])[CH:32]=1. (7) Given the reactants [N+:1]([O-:4])(O)=[O:2].[F:5][C:6]1[CH:11]=[CH:10][C:9]([NH:12][C:13](=[O:15])[CH3:14])=[C:8]([CH3:16])[CH:7]=1, predict the reaction product. The product is: [F:5][C:6]1[CH:11]=[C:10]([N+:1]([O-:4])=[O:2])[C:9]([NH:12][C:13](=[O:15])[CH3:14])=[C:8]([CH3:16])[CH:7]=1. (8) Given the reactants [CH2:1]([NH:9][C:10](=O)[C:11]1[CH:16]=[CH:15][C:14]([C:17]([F:20])([F:19])[F:18])=[CH:13][CH:12]=1)[CH2:2][C:3]1[CH:8]=[CH:7][CH:6]=[CH:5][CH:4]=1.O=P12OP3(OP(OP(O3)(O1)=O)(=O)O2)=O.[OH-].[K+], predict the reaction product. The product is: [F:18][C:17]([F:20])([F:19])[C:14]1[CH:15]=[CH:16][C:11]([C:10]2[C:8]3[C:3](=[CH:4][CH:5]=[CH:6][CH:7]=3)[CH2:2][CH2:1][N:9]=2)=[CH:12][CH:13]=1. (9) Given the reactants C[O:2][C:3](=[O:25])[CH2:4][CH2:5][CH2:6][CH2:7][CH2:8][CH2:9][CH2:10][CH2:11][CH2:12][CH2:13][CH2:14][S:15][C:16]1[NH:24][CH:23]=[N:22][C:21]2[C:17]=1[N:18]=[CH:19][N:20]=2.[OH-].[K+], predict the reaction product. The product is: [NH:24]1[C:16]([S:15][CH2:14][CH2:13][CH2:12][CH2:11][CH2:10][CH2:9][CH2:8][CH2:7][CH2:6][CH2:5][CH2:4][C:3]([OH:25])=[O:2])=[C:17]2[C:21](=[N:20][CH:19]=[N:18]2)[N:22]=[CH:23]1.